From a dataset of Full USPTO retrosynthesis dataset with 1.9M reactions from patents (1976-2016). Predict the reactants needed to synthesize the given product. (1) Given the product [Cl:37][C:36]([Cl:39])([Cl:38])[CH2:35][O:34][C:32](=[O:33])[NH:28][C:7]1[N:8]([C:10]2[CH:15]=[C:14]([O:16][Si:17]([CH:18]([CH3:20])[CH3:19])([CH:24]([CH3:26])[CH3:25])[CH:21]([CH3:22])[CH3:23])[CH:13]=[C:12]([CH3:27])[CH:11]=2)[N:9]=[C:5]([C:1]([CH3:2])([CH3:3])[CH3:4])[CH:6]=1, predict the reactants needed to synthesize it. The reactants are: [C:1]([C:5]1[CH:6]=[C:7]([NH2:28])[N:8]([C:10]2[CH:15]=[C:14]([O:16][Si:17]([CH:24]([CH3:26])[CH3:25])([CH:21]([CH3:23])[CH3:22])[CH:18]([CH3:20])[CH3:19])[CH:13]=[C:12]([CH3:27])[CH:11]=2)[N:9]=1)([CH3:4])([CH3:3])[CH3:2].[OH-].[Na+].Cl[C:32]([O:34][CH2:35][C:36]([Cl:39])([Cl:38])[Cl:37])=[O:33]. (2) Given the product [F:33][C:21]1[CH:20]=[C:19]([CH2:18][C:15]2[C:16](=[O:17])[N:11]([C@H:8]3[CH2:9][CH2:10][C@H:5]([OH:4])[CH2:6][CH2:7]3)[C:12]3[N:13]([N:37]=[CH:38][CH:39]=3)[C:14]=2[CH2:34][CH2:35][CH3:36])[CH:24]=[CH:23][C:22]=1[C:25]1[C:26]([C:31]#[N:32])=[CH:27][CH:28]=[CH:29][CH:30]=1, predict the reactants needed to synthesize it. The reactants are: O1[C:5]2([CH2:10][CH2:9][CH:8]([N:11]3[C:16](=[O:17])[C:15]([CH2:18][C:19]4[CH:24]=[CH:23][C:22]([C:25]5[C:26]([C:31]#[N:32])=[CH:27][CH:28]=[CH:29][CH:30]=5)=[C:21]([F:33])[CH:20]=4)=[C:14]([CH2:34][CH2:35][CH3:36])[N:13]4[N:37]=[CH:38][CH:39]=[C:12]34)[CH2:7][CH2:6]2)[O:4]CC1.Cl.[OH-].[Na+]. (3) Given the product [CH3:3][N:4]1[CH2:17][CH2:16][C:7]2[N:8]([CH:19]3[CH2:23][CH2:22][N:21]([CH3:24])[C:20]3=[O:25])[C:9]3[CH:10]=[CH:11][C:12]([CH3:15])=[CH:13][C:14]=3[C:6]=2[CH2:5]1, predict the reactants needed to synthesize it. The reactants are: [H-].[Na+].[CH3:3][N:4]1[CH2:17][CH2:16][C:7]2[NH:8][C:9]3[CH:10]=[CH:11][C:12]([CH3:15])=[CH:13][C:14]=3[C:6]=2[CH2:5]1.Br[CH:19]1[CH2:23][CH2:22][N:21]([CH3:24])[C:20]1=[O:25]. (4) Given the product [CH2:43]([O:47][C@@H:9]1[C@@H:14]([O:15][CH2:16][C:17]2[CH:18]=[CH:19][CH:20]=[CH:21][CH:22]=2)[C@H:13]([O:23][CH2:24][C:25]2[CH:26]=[CH:27][CH:28]=[CH:29][CH:30]=2)[C@@H:12]([CH2:31][O:32][CH2:33][C:34]2[CH:35]=[CH:36][CH:37]=[CH:38][CH:39]=2)[O:11][C@@H:10]1[CH2:40][CH:41]=[O:52])[C:44]1[CH:51]=[CH:49][CH:48]=[CH:46][CH:45]=1, predict the reactants needed to synthesize it. The reactants are: C(O[C@@H:9]1[C@@H:14]([O:15][CH2:16][C:17]2[CH:22]=[CH:21][CH:20]=[CH:19][CH:18]=2)[C@H:13]([O:23][CH2:24][C:25]2[CH:30]=[CH:29][CH:28]=[CH:27][CH:26]=2)[C@@H:12]([CH2:31][O:32][CH2:33][C:34]2[CH:39]=[CH:38][CH:37]=[CH:36][CH:35]=2)[O:11][C@@H:10]1[CH:40]=[CH:41]C)C1C=CC=CC=1.[CH2:43]([OH:47])[CH2:44][CH2:45][CH3:46].[CH3:48][C:49]([CH3:51])=O.[OH2:52]. (5) Given the product [N:34]1[NH:33][N:32]=[N:31][C:35]=1[C:36]1[CH:37]=[C:38]([NH:39][C:27](=[O:29])[CH2:26][C:23]2[CH:24]=[CH:25][C:20]([C:6]3[CH:7]=[N:8][C:9]([O:10][CH2:11][C:12]4[CH:17]=[CH:16][C:15]([O:18][CH3:19])=[CH:14][CH:13]=4)=[C:4]([O:3][CH2:1][CH3:2])[CH:5]=3)=[CH:21][C:22]=2[F:30])[CH:40]=[C:41]([C:43]([F:45])([F:46])[F:44])[CH:42]=1, predict the reactants needed to synthesize it. The reactants are: [CH2:1]([O:3][C:4]1[CH:5]=[C:6]([C:20]2[CH:25]=[CH:24][C:23]([CH2:26][C:27]([OH:29])=O)=[C:22]([F:30])[CH:21]=2)[CH:7]=[N:8][C:9]=1[O:10][CH2:11][C:12]1[CH:17]=[CH:16][C:15]([O:18][CH3:19])=[CH:14][CH:13]=1)[CH3:2].[N:31]1[NH:32][N:33]=[N:34][C:35]=1[C:36]1[CH:37]=[C:38]([CH:40]=[C:41]([C:43]([F:46])([F:45])[F:44])[CH:42]=1)[NH2:39].C(P1(=O)OP(CCC)(=O)OP(CCC)(=O)O1)CC.CC(=O)OCC. (6) Given the product [F:14][CH:13]([F:15])[O:12][C:9]1[C:8]2[N:7]=[C:6]([C:16]([F:19])([F:18])[F:17])[CH:5]=[CH:4][C:3]=2[C:2]([C:46]([OH:42])=[O:39])=[CH:11][CH:10]=1, predict the reactants needed to synthesize it. The reactants are: Br[C:2]1[CH:11]=[CH:10][C:9]([O:12][CH:13]([F:15])[F:14])=[C:8]2[C:3]=1[CH:4]=[CH:5][C:6]([C:16]([F:19])([F:18])[F:17])=[N:7]2.C1(P(C2C=CC=CC=2)C2C=CC=CC=2)C=CC=CC=1.[OH-:39].[Na+].O.[O:42]1[CH2:46]CCC1.